This data is from Full USPTO retrosynthesis dataset with 1.9M reactions from patents (1976-2016). The task is: Predict the reactants needed to synthesize the given product. (1) Given the product [OH:8][C@@H:9]1[CH2:13][N:12]([C:14]2[C:18]([NH:19][C:20]([C:22]3[N:23]=[C:24]([CH3:27])[O:25][CH:26]=3)=[O:21])=[CH:17][N:16]([CH3:28])[N:15]=2)[C:11](=[O:29])[CH2:10]1, predict the reactants needed to synthesize it. The reactants are: [Si]([O:8][C@@H:9]1[CH2:13][N:12]([C:14]2[C:18]([NH:19][C:20]([C:22]3[N:23]=[C:24]([CH3:27])[O:25][CH:26]=3)=[O:21])=[CH:17][N:16]([CH3:28])[N:15]=2)[C:11](=[O:29])[CH2:10]1)(C(C)(C)C)(C)C. (2) Given the product [OH:11][S:9]([C:12]([F:15])([F:14])[F:13])(=[O:10])=[O:8].[CH3:17][CH:18]1[CH2:19][CH2:20][CH2:6][S:1][S:9]1, predict the reactants needed to synthesize it. The reactants are: [S:1]1[CH2:6]CSCC1.C[O:8][S:9]([C:12]([F:15])([F:14])[F:13])(=[O:11])=[O:10].O1[CH2:20][CH2:19][CH2:18][CH2:17]1. (3) Given the product [C:62]([O:63][C:76](=[O:77])[NH:74][C:3]([C:5]1[S:6][C:7]([S:25][CH3:26])=[C:8]([S:10]([C:13]2[CH:18]=[C:17]([OH:19])[CH:16]=[C:15]([Br:24])[CH:14]=2)(=[O:11])=[O:12])[CH:9]=1)=[NH:54])([CH3:61])([CH3:64])[CH3:67], predict the reactants needed to synthesize it. The reactants are: CO[C:3]([C:5]1[S:6][C:7]([S:25][CH3:26])=[C:8]([S:10]([C:13]2[CH:18]=[C:17]([O:19]C(C)(C)C)[CH:16]=[C:15]([Br:24])[CH:14]=2)(=[O:12])=[O:11])[CH:9]=1)=O.C(OC(C)(C)C)(C)(C)C.C(OC(OC(C)(C)C)=O)(OC(C)(C)C)=O.C([N:54](C(C)C)CC)(C)C.C(O)(=O)[CH2:61][C:62]([CH2:67]C(O)=O)([C:64](O)=O)[OH:63].C[N:74]([CH:76]=[O:77])C. (4) The reactants are: [F:1][C:2]1[CH:7]=[CH:6][C:5]([C:8](=[N:15][O:16][CH2:17][C:18]2[N:19]=[C:20]([NH:23][C:24](=O)OC(C)(C)C)[S:21][CH:22]=2)[C:9]2[N:13]([CH3:14])[N:12]=[N:11][N:10]=2)=[CH:4][C:3]=1[CH3:31].[H-].[Na+].BrC[CH:36]1[CH2:38][CH2:37]1.FC(F)(F)C(O)=O.C(=O)(O)[O-]. Given the product [CH:36]1([CH2:24][NH:23][C:20]2[S:21][CH:22]=[C:18]([CH2:17][O:16][N:15]=[C:8]([C:5]3[CH:6]=[CH:7][C:2]([F:1])=[C:3]([CH3:31])[CH:4]=3)[C:9]3[N:13]([CH3:14])[N:12]=[N:11][N:10]=3)[N:19]=2)[CH2:38][CH2:37]1, predict the reactants needed to synthesize it. (5) Given the product [I:10][C:7]1[CH:8]=[CH:9][C:2]([O:1][C:12]2[CH:17]=[CH:16][C:15]([C:18]([F:21])([F:20])[F:19])=[CH:14][N:13]=2)=[C:3]([CH:6]=1)[C:4]#[N:5], predict the reactants needed to synthesize it. The reactants are: [OH:1][C:2]1[CH:9]=[CH:8][C:7]([I:10])=[CH:6][C:3]=1[C:4]#[N:5].Cl[C:12]1[CH:17]=[CH:16][C:15]([C:18]([F:21])([F:20])[F:19])=[CH:14][N:13]=1.C([O-])([O-])=O.[K+].[K+]. (6) Given the product [Br:9][C:10]1[CH:11]=[C:12]([C:13]([C:2]2[CH:3]=[CH:4][CH:5]=[CH:6][N:1]=2)=[O:14])[CH:20]=[CH:21][CH:22]=1, predict the reactants needed to synthesize it. The reactants are: [N:1]1[CH:6]=[CH:5][CH:4]=[CH:3][C:2]=1[Mg]Br.[Br:9][C:10]1[CH:11]=[C:12]([CH:20]=[CH:21][CH:22]=1)[C:13](N(CC)CC)=[O:14].